From a dataset of Catalyst prediction with 721,799 reactions and 888 catalyst types from USPTO. Predict which catalyst facilitates the given reaction. (1) Reactant: [Br:1][C:2]1[CH:10]=[C:9]2[C:5]([CH2:6][C:7]3([CH2:16][CH2:15][CH:14]([OH:17])[CH2:13][CH2:12]3)[C:8]2=[O:11])=[CH:4][CH:3]=1.FS([C:22]([F:27])([F:26])C(O)=O)(=O)=O.O.C(OCC)C. Product: [Br:1][C:2]1[CH:10]=[C:9]2[C:5]([CH2:6][C:7]3([CH2:16][CH2:15][CH:14]([O:17][CH:22]([F:27])[F:26])[CH2:13][CH2:12]3)[C:8]2=[O:11])=[CH:4][CH:3]=1. The catalyst class is: 10. (2) Reactant: [CH:1]([N:4]1[N:13]=[C:12]([NH:14][C:15]2[CH:19]=[C:18]([CH3:20])[NH:17][N:16]=2)[C:11]2[C:6](=[CH:7][C:8]([O:21][CH2:22][CH2:23][S:24][CH3:25])=[CH:9][CH:10]=2)[C:5]1=[O:26])([CH3:3])[CH3:2].ClC1C=C(C=CC=1)C(OO)=[O:32]. Product: [CH:1]([N:4]1[N:13]=[C:12]([NH:14][C:15]2[CH:19]=[C:18]([CH3:20])[NH:17][N:16]=2)[C:11]2[C:6](=[CH:7][C:8]([O:21][CH2:22][CH2:23][S:24]([CH3:25])=[O:32])=[CH:9][CH:10]=2)[C:5]1=[O:26])([CH3:2])[CH3:3]. The catalyst class is: 2. (3) Reactant: [Br:1][C:2]1[CH:8]=[C:7]([C:9]([C:20]2[CH:25]=[CH:24][C:23]([Cl:26])=[CH:22][CH:21]=2)([N:14]2[CH:18]=[C:17]([Cl:19])[CH:16]=[N:15]2)[C:10]([F:13])([F:12])[F:11])[CH:6]=[C:5]([Br:27])[C:3]=1[NH2:4].[N+:28]([C:31]1[CH:32]=[C:33]([CH:37]=[CH:38][CH:39]=1)[C:34](Cl)=[O:35])([O-:30])=[O:29].N1C=CC=CC=1. The catalyst class is: 6. Product: [Br:1][C:2]1[CH:8]=[C:7]([C:9]([C:20]2[CH:25]=[CH:24][C:23]([Cl:26])=[CH:22][CH:21]=2)([N:14]2[CH:18]=[C:17]([Cl:19])[CH:16]=[N:15]2)[C:10]([F:12])([F:13])[F:11])[CH:6]=[C:5]([Br:27])[C:3]=1[NH:4][C:34](=[O:35])[C:33]1[CH:37]=[CH:38][CH:39]=[C:31]([N+:28]([O-:30])=[O:29])[CH:32]=1. (4) Reactant: [BH4-].[Li+].C([O:5][C:6]([CH:8]1[CH2:13][CH2:12][N:11]([C:14]2[C:15]3[CH:23]([CH3:24])[C:22](=O)[N:21]([C:26]4[C:31]([CH3:32])=[CH:30][C:29]([Br:33])=[CH:28][C:27]=4[CH3:34])[C:16]=3[N:17]=[C:18]([CH3:20])[N:19]=2)[CH2:10][CH2:9]1)=O)C.Cl.[OH-].[Na+]. Product: [Br:33][C:29]1[CH:30]=[C:31]([CH3:32])[C:26]([N:21]2[C:16]3[N:17]=[C:18]([CH3:20])[N:19]=[C:14]([N:11]4[CH2:12][CH2:13][CH:8]([CH2:6][OH:5])[CH2:9][CH2:10]4)[C:15]=3[C:23]([CH3:24])=[CH:22]2)=[C:27]([CH3:34])[CH:28]=1. The catalyst class is: 83. (5) Reactant: [CH:1]1([C:4]2[N:5]=[CH:6][N:7]([C:9]3[C:14]([F:15])=[CH:13][N:12]=[C:11]([C:16]([O-:18])=[O:17])[CH:10]=3)[CH:8]=2)[CH2:3][CH2:2]1. Product: [CH:1]1([C:4]2[N:5]=[CH:6][N:7]([C:9]3[C:14]([F:15])=[CH:13][N:12]=[C:11]([C:16]([OH:18])=[O:17])[CH:10]=3)[CH:8]=2)[CH2:2][CH2:3]1. The catalyst class is: 33. (6) Reactant: [C:1]1([S:7]([NH:10][C:11]2[CH:16]=[CH:15][C:14]([C:17]([F:20])([F:19])[F:18])=[CH:13][C:12]=2N)(=[O:9])=[O:8])[CH:6]=[CH:5][CH:4]=[CH:3][CH:2]=1.C(=O)[C:23]1[CH:30]=[CH:29][C:26]([CH:27]=[O:28])=[CH:25][CH:24]=1.[C:32]([BH3-])#[N:33].[Na+].[CH3:36][OH:37]. Product: [C:1]1([S:7]([NH:10][C:11]2[CH:16]=[CH:15][C:14]([C:17]([F:20])([F:19])[F:18])=[CH:13][C:12]=2[NH:33][CH2:32][C:23]2[CH:24]=[CH:25][C:26]([C:27]([O:37][CH3:36])=[O:28])=[CH:29][CH:30]=2)(=[O:9])=[O:8])[CH:6]=[CH:5][CH:4]=[CH:3][CH:2]=1. The catalyst class is: 15.